This data is from Catalyst prediction with 721,799 reactions and 888 catalyst types from USPTO. The task is: Predict which catalyst facilitates the given reaction. (1) Reactant: [OH:1][C@H:2]1[CH2:7][CH2:6][C@@H:5]([NH:8][C:9]2[C:14]([C:15]#[N:16])=[CH:13][N:12]=[C:11](S(C)(=O)=O)[N:10]=2)[CH2:4][C:3]1([CH3:22])[CH3:21].[F:23][C:24]([F:37])([CH3:36])[CH2:25][O:26][C:27]1[CH:32]=[CH:31][C:30]([CH2:33][CH2:34][NH2:35])=[CH:29][CH:28]=1.CCN(C(C)C)C(C)C. Product: [F:23][C:24]([F:37])([CH3:36])[CH2:25][O:26][C:27]1[CH:32]=[CH:31][C:30]([CH2:33][CH2:34][NH:35][C:11]2[N:10]=[C:9]([NH:8][C@@H:5]3[CH2:6][CH2:7][C@H:2]([OH:1])[C:3]([CH3:22])([CH3:21])[CH2:4]3)[C:14]([C:15]#[N:16])=[CH:13][N:12]=2)=[CH:29][CH:28]=1. The catalyst class is: 1. (2) Reactant: [O:1]([C:8]1[CH:13]=[CH:12][C:11]([C:14]2[C:19]3[C:20]([NH2:23])=[N:21][NH:22][C:18]=3[CH:17]=[C:16]([CH:24]3[CH2:29][CH2:28][NH:27][CH2:26][CH2:25]3)[N:15]=2)=[CH:10][CH:9]=1)[C:2]1[CH:7]=[CH:6][CH:5]=[CH:4][CH:3]=1.CCN(C(C)C)C(C)C.CN(C(ON1N=NC2C=CC=CC1=2)=[N+](C)C)C.[B-](F)(F)(F)F.[C:61]([CH2:63][C:64](O)=[O:65])#[N:62]. Product: [NH2:23][C:20]1[C:19]2[C:14]([C:11]3[CH:10]=[CH:9][C:8]([O:1][C:2]4[CH:7]=[CH:6][CH:5]=[CH:4][CH:3]=4)=[CH:13][CH:12]=3)=[N:15][C:16]([CH:24]3[CH2:29][CH2:28][N:27]([C:64](=[O:65])[CH2:63][C:61]#[N:62])[CH2:26][CH2:25]3)=[CH:17][C:18]=2[NH:22][N:21]=1. The catalyst class is: 121.